From a dataset of Reaction yield outcomes from USPTO patents with 853,638 reactions. Predict the reaction yield, written as a fraction of the theoretical maximum amount of product (1.0 means a 100% yield; for example, 0.34 means a 34% yield). The reactants are [CH3:1][C:2]([CH3:15])([S:4]([NH:6][C:7]1(/[C:11](=[N:13]/[OH:14])/[NH2:12])[CH2:10][CH2:9][CH2:8]1)=[O:5])[CH3:3].[CH3:16]OC(OC)N(C)C. The catalyst is O1CCOCC1. The product is [O:14]1[CH:16]=[N:12][C:11]([C:7]2([NH:6][S:4]([C:2]([CH3:15])([CH3:1])[CH3:3])=[O:5])[CH2:10][CH2:9][CH2:8]2)=[N:13]1. The yield is 0.140.